From a dataset of Full USPTO retrosynthesis dataset with 1.9M reactions from patents (1976-2016). Predict the reactants needed to synthesize the given product. (1) The reactants are: [C:1]([NH:4][C:5]1[CH:6]=[C:7]([NH:11][C:12](=[O:19])OCC(Cl)(Cl)Cl)[CH:8]=[CH:9][CH:10]=1)(=[O:3])[CH3:2].[C:20]1([C:26]2[N:30]=[C:29]([N:31]3[CH2:36][CH2:35][NH:34][CH2:33][CH2:32]3)[S:28][N:27]=2)[CH:25]=[CH:24][CH:23]=[CH:22][CH:21]=1.C(N(C(C)C)CC)(C)C.CS(C)=O. Given the product [C:1]([NH:4][C:5]1[CH:6]=[C:7]([NH:11][C:12]([N:34]2[CH2:35][CH2:36][N:31]([C:29]3[S:28][N:27]=[C:26]([C:20]4[CH:25]=[CH:24][CH:23]=[CH:22][CH:21]=4)[N:30]=3)[CH2:32][CH2:33]2)=[O:19])[CH:8]=[CH:9][CH:10]=1)(=[O:3])[CH3:2], predict the reactants needed to synthesize it. (2) Given the product [CH3:1][O:2][C:3]1[CH:4]=[C:5]2[C:10](=[CH:11][C:12]=1[O:13][CH3:14])[N:9]=[CH:8][CH:7]=[C:6]2[O:15][C:16]1[CH:22]=[CH:21][C:19]([NH:20][C:24](=[O:26])[O:44][CH:41]([C:35]2[CH:40]=[CH:39][CH:38]=[CH:37][CH:36]=2)[CH2:42][CH3:43])=[CH:18][CH:17]=1, predict the reactants needed to synthesize it. The reactants are: [CH3:1][O:2][C:3]1[CH:4]=[C:5]2[C:10](=[CH:11][C:12]=1[O:13][CH3:14])[N:9]=[CH:8][CH:7]=[C:6]2[O:15][C:16]1[CH:22]=[CH:21][C:19]([NH2:20])=[CH:18][CH:17]=1.Cl[C:24](Cl)([O:26]C(=O)OC(Cl)(Cl)Cl)Cl.[C:35]1([CH:41]([OH:44])[CH2:42][CH3:43])[CH:40]=[CH:39][CH:38]=[CH:37][CH:36]=1.C(=O)(O)[O-].[Na+]. (3) Given the product [N:28]([C:24]([C:21]1[CH:22]=[CH:23][C:18]([N:15]2[C:13]3[N:14]=[C:9]([NH:8][C:6]4[CH:5]=[N:4][N:3]([CH2:1][CH3:2])[CH:7]=4)[N:10]=[CH:11][C:12]=3[N:17]=[N:16]2)=[CH:19][CH:20]=1)([CH3:26])[CH3:25])=[N+:29]=[N-:30], predict the reactants needed to synthesize it. The reactants are: [CH2:1]([N:3]1[CH:7]=[C:6]([NH:8][C:9]2[N:10]=[CH:11][C:12]3[N:17]=[N:16][N:15]([C:18]4[CH:23]=[CH:22][C:21]([C:24](O)([CH3:26])[CH3:25])=[CH:20][CH:19]=4)[C:13]=3[N:14]=2)[CH:5]=[N:4]1)[CH3:2].[N-:28]=[N+:29]=[N-:30].[Na+].FC(F)(F)C(O)=O. (4) Given the product [CH3:38][C:17]1[N:18]2[C:24]([CH:23]([O:26][CH:27]3[CH2:32][CH2:31][N:30]([CH3:33])[CH2:29][CH2:28]3)[C:22]3[CH:34]=[CH:35][CH:36]=[CH:37][C:21]=3[CH2:20][CH2:19]2)=[N:25][C:16]=1[C:13]1[CH:14]=[CH:15][C:10]([N:7]2[CH2:6][CH2:5][CH2:4][CH2:3][C:2]2=[O:8])=[CH:11][CH:12]=1, predict the reactants needed to synthesize it. The reactants are: [Na].[C:2]1(=[O:8])[NH:7][CH2:6][CH2:5][CH2:4][CH2:3]1.Br[C:10]1[CH:15]=[CH:14][C:13]([C:16]2[N:25]=[C:24]3[N:18]([CH2:19][CH2:20][C:21]4[CH:37]=[CH:36][CH:35]=[CH:34][C:22]=4[CH:23]3[O:26][CH:27]3[CH2:32][CH2:31][N:30]([CH3:33])[CH2:29][CH2:28]3)[C:17]=2[CH3:38])=[CH:12][CH:11]=1.CC1(C)C2C(=C(P(C3C=CC=CC=3)C3C=CC=CC=3)C=CC=2)OC2C(P(C3C=CC=CC=3)C3C=CC=CC=3)=CC=CC1=2.